Regression/Classification. Given a drug SMILES string, predict its absorption, distribution, metabolism, or excretion properties. Task type varies by dataset: regression for continuous measurements (e.g., permeability, clearance, half-life) or binary classification for categorical outcomes (e.g., BBB penetration, CYP inhibition). Dataset: cyp3a4_veith. From a dataset of CYP3A4 inhibition data for predicting drug metabolism from PubChem BioAssay. (1) The compound is CCOC(=O)N/N=C1/C[C@@H](O)[C@@H](O)[C@@H]2[C@@H]3C(=O)N(C[C@@H]4CCCO4)C(=O)[C@H]3CC[C@@H]12. The result is 0 (non-inhibitor). (2) The compound is O=C(Nc1nc(-c2ccccc2)c(-c2ccccc2)o1)c1ccc(F)cc1. The result is 1 (inhibitor). (3) The drug is Brc1cc2c(cc1/C=N/Nc1nc(N3CCCC3)nc(N3CCOCC3)n1)OCO2. The result is 1 (inhibitor). (4) The molecule is CC(C)CNCC(=O)N1c2ccccc2Sc2ccccc21.O=C(O)C(=O)O. The result is 1 (inhibitor).